From a dataset of NCI-60 drug combinations with 297,098 pairs across 59 cell lines. Regression. Given two drug SMILES strings and cell line genomic features, predict the synergy score measuring deviation from expected non-interaction effect. (1) Synergy scores: CSS=6.56, Synergy_ZIP=-0.919, Synergy_Bliss=-0.582, Synergy_Loewe=-0.225, Synergy_HSA=-0.678. Cell line: EKVX. Drug 1: C1=CC(=CC=C1C#N)C(C2=CC=C(C=C2)C#N)N3C=NC=N3. Drug 2: CC12CCC3C(C1CCC2OP(=O)(O)O)CCC4=C3C=CC(=C4)OC(=O)N(CCCl)CCCl.[Na+]. (2) Drug 1: CC1C(C(=O)NC(C(=O)N2CCCC2C(=O)N(CC(=O)N(C(C(=O)O1)C(C)C)C)C)C(C)C)NC(=O)C3=C4C(=C(C=C3)C)OC5=C(C(=O)C(=C(C5=N4)C(=O)NC6C(OC(=O)C(N(C(=O)CN(C(=O)C7CCCN7C(=O)C(NC6=O)C(C)C)C)C)C(C)C)C)N)C. Drug 2: CC1=C2C(C(=O)C3(C(CC4C(C3C(C(C2(C)C)(CC1OC(=O)C(C(C5=CC=CC=C5)NC(=O)OC(C)(C)C)O)O)OC(=O)C6=CC=CC=C6)(CO4)OC(=O)C)O)C)O. Cell line: UACC-257. Synergy scores: CSS=4.53, Synergy_ZIP=2.13, Synergy_Bliss=5.07, Synergy_Loewe=-2.24, Synergy_HSA=-1.67. (3) Drug 1: CCC1=CC2CC(C3=C(CN(C2)C1)C4=CC=CC=C4N3)(C5=C(C=C6C(=C5)C78CCN9C7C(C=CC9)(C(C(C8N6C)(C(=O)OC)O)OC(=O)C)CC)OC)C(=O)OC.C(C(C(=O)O)O)(C(=O)O)O. Drug 2: C1CC(C1)(C(=O)O)C(=O)O.[NH2-].[NH2-].[Pt+2]. Cell line: RXF 393. Synergy scores: CSS=53.5, Synergy_ZIP=-6.52, Synergy_Bliss=-4.43, Synergy_Loewe=-0.876, Synergy_HSA=0.630. (4) Drug 1: C1=CC(=C2C(=C1NCCNCCO)C(=O)C3=C(C=CC(=C3C2=O)O)O)NCCNCCO. Drug 2: C(=O)(N)NO. Cell line: MDA-MB-435. Synergy scores: CSS=21.2, Synergy_ZIP=3.52, Synergy_Bliss=6.36, Synergy_Loewe=-22.4, Synergy_HSA=1.17. (5) Drug 1: CC=C1C(=O)NC(C(=O)OC2CC(=O)NC(C(=O)NC(CSSCCC=C2)C(=O)N1)C(C)C)C(C)C. Drug 2: CC(C)NC(=O)C1=CC=C(C=C1)CNNC.Cl. Cell line: SK-MEL-5. Synergy scores: CSS=43.9, Synergy_ZIP=2.14, Synergy_Bliss=-0.818, Synergy_Loewe=-45.7, Synergy_HSA=-0.778.